From a dataset of CYP2C9 inhibition data for predicting drug metabolism from PubChem BioAssay. Regression/Classification. Given a drug SMILES string, predict its absorption, distribution, metabolism, or excretion properties. Task type varies by dataset: regression for continuous measurements (e.g., permeability, clearance, half-life) or binary classification for categorical outcomes (e.g., BBB penetration, CYP inhibition). Dataset: cyp2c9_veith. (1) The compound is CCCN1C(=O)/C(=C/c2ccc(C)o2)SC1=Nc1ccc(OC)cc1. The result is 1 (inhibitor). (2) The molecule is NCCCP(=O)(O)O. The result is 0 (non-inhibitor).